This data is from Catalyst prediction with 721,799 reactions and 888 catalyst types from USPTO. The task is: Predict which catalyst facilitates the given reaction. (1) Reactant: CN(C)[CH:3]=[CH:4][C:5]([C:7]1[CH:8]=[N:9][CH:10]=[CH:11][CH:12]=1)=O.[N+]([O-])(O)=O.[CH3:18][C:19]1[CH:24]=[CH:23][C:22]([NH:25][C:26]([NH2:28])=[NH:27])=[CH:21][C:20]=1[N+:29]([O-:31])=[O:30].[OH-].[Na+]. Product: [CH3:18][C:19]1[CH:24]=[CH:23][C:22]([NH:25][C:26]2[N:28]=[C:5]([C:7]3[CH:8]=[N:9][CH:10]=[CH:11][CH:12]=3)[CH:4]=[CH:3][N:27]=2)=[CH:21][C:20]=1[N+:29]([O-:31])=[O:30]. The catalyst class is: 32. (2) Reactant: C(N(C(C)C)CC)(C)C.[CH3:10][O:11][CH2:12]Cl.[CH:14]1([C:17]2[CH:22]=[CH:21][C:20]([OH:23])=[CH:19][CH:18]=2)[CH2:16][CH2:15]1.O. Product: [CH:14]1([C:17]2[CH:22]=[CH:21][C:20]([O:23][CH2:10][O:11][CH3:12])=[CH:19][CH:18]=2)[CH2:16][CH2:15]1. The catalyst class is: 2. (3) Product: [C:1]([O:4][C@@H:5]1[C@H:9]([O:10][C:11](=[O:13])[CH3:12])[C@@H:8]([C:14]#[CH:15])[O:7][C@H:6]1[N:16]1[CH:24]=[N:23][C:22]2[C:17]1=[N:18][CH:19]=[N:20][C:21]=2[O:26][N:27]1[C:31]2[CH:32]=[CH:33][CH:34]=[CH:35][C:30]=2[N:29]=[N:28]1)(=[O:3])[CH3:2]. The catalyst class is: 3. Reactant: [C:1]([O:4][C@@H:5]1[C@H:9]([O:10][C:11](=[O:13])[CH3:12])[C@@H:8]([C:14]#[CH:15])[O:7][C@H:6]1[N:16]1[CH:24]=[N:23][C:22]2[C:17]1=[N:18][CH:19]=[N:20][C:21]=2Cl)(=[O:3])[CH3:2].[OH:26][N:27]1[C:31]2[CH:32]=[CH:33][CH:34]=[CH:35][C:30]=2[N:29]=[N:28]1.Cl. (4) Reactant: [NH2:1][C:2]1[N:7]=[CH:6][C:5]([N:8]2[CH2:13][CH2:12][N:11]([C:14]([O:16][C:17]([CH3:20])([CH3:19])[CH3:18])=[O:15])[CH2:10][C:9]2=[O:21])=[CH:4][CH:3]=1.Br[C:23]1[C:24](=[O:31])[N:25]([CH3:30])[CH:26]=[C:27]([Br:29])[CH:28]=1.CC1(C)C2C(=C(P(C3C=CC=CC=3)C3C=CC=CC=3)C=CC=2)OC2C(P(C3C=CC=CC=3)C3C=CC=CC=3)=CC=CC1=2.C([O-])([O-])=O.[Cs+].[Cs+]. Product: [Br:29][C:27]1[CH:28]=[C:23]([NH:1][C:2]2[N:7]=[CH:6][C:5]([N:8]3[CH2:13][CH2:12][N:11]([C:14]([O:16][C:17]([CH3:18])([CH3:20])[CH3:19])=[O:15])[CH2:10][C:9]3=[O:21])=[CH:4][CH:3]=2)[C:24](=[O:31])[N:25]([CH3:30])[CH:26]=1. The catalyst class is: 62. (5) Reactant: [CH3:1][O:2][C:3](=[O:17])[CH2:4][N:5]1[C:14]2[C:9](=[C:10]([F:15])[CH:11]=[CH:12][CH:13]=2)[NH:8][CH2:7][C:6]1=[O:16].ClC([O:21][C:22](Cl)(Cl)Cl)=O.C(N(C(C)C)CC)(C)C.[NH2:35][CH2:36][C:37]1[CH:42]=[CH:41][C:40]([C:43]([N:45]2[C:51]3[CH:52]=[CH:53][CH:54]=[CH:55][C:50]=3[CH2:49][N:48]3[CH:56]=[CH:57][CH:58]=[C:47]3[CH2:46]2)=[O:44])=[CH:39][C:38]=1[CH3:59]. Product: [CH3:1][O:2][C:3](=[O:17])[CH2:4][N:5]1[C:14]2[C:9](=[C:10]([F:15])[CH:11]=[CH:12][CH:13]=2)[N:8]([C:22](=[O:21])[NH:35][CH2:36][C:37]2[CH:42]=[CH:41][C:40]([C:43]([N:45]3[C:51]4[CH:52]=[CH:53][CH:54]=[CH:55][C:50]=4[CH2:49][N:48]4[CH:56]=[CH:57][CH:58]=[C:47]4[CH2:46]3)=[O:44])=[CH:39][C:38]=2[CH3:59])[CH2:7][C:6]1=[O:16]. The catalyst class is: 247. (6) Reactant: [N:1]([C:4]1[S:5][C:6]([CH3:15])=[C:7]([CH3:14])[C:8]=1[C:9]([O:11][CH2:12][CH3:13])=[O:10])=[C:2]=[S:3].[NH3:16]. Product: [CH3:14][C:7]1[C:8]([C:9]([O:11][CH2:12][CH3:13])=[O:10])=[C:4]([NH:1][C:2]([NH2:16])=[S:3])[S:5][C:6]=1[CH3:15]. The catalyst class is: 4. (7) Reactant: [CH:1]([C:4]1[CH:5]=[C:6]([OH:10])[CH:7]=[CH:8][CH:9]=1)([CH3:3])[CH3:2].[I:11]I. Product: [I:11][C:7]1[CH:8]=[CH:9][C:4]([CH:1]([CH3:3])[CH3:2])=[CH:5][C:6]=1[OH:10]. The catalyst class is: 15. (8) The catalyst class is: 5. Reactant: Cl[C:2]1[N:10]=[C:9]([C:11]2[CH:16]=[CH:15][CH:14]=[CH:13][N:12]=2)[N:8]=[C:7]2[C:3]=1[N:4]=[CH:5][N:6]2[CH:17]1[CH2:21][CH2:20][CH2:19][O:18]1.[NH3:22]. Product: [N:12]1[CH:13]=[CH:14][CH:15]=[CH:16][C:11]=1[C:9]1[N:8]=[C:7]2[C:3]([N:4]=[CH:5][N:6]2[CH:17]2[CH2:21][CH2:20][CH2:19][O:18]2)=[C:2]([NH2:22])[N:10]=1. (9) Reactant: [OH:1][CH2:2][CH2:3][O:4][CH2:5][CH2:6][O:7][CH2:8][CH2:9][O:10][CH2:11][CH2:12][C:13]([O:15][C:16]([CH3:19])([CH3:18])[CH3:17])=[O:14].[CH3:20][C:21]1[CH:26]=[CH:25][C:24]([S:27](Cl)(=[O:29])=[O:28])=[CH:23][CH:22]=1. Product: [S:27]([O:1][CH2:2][CH2:3][O:4][CH2:5][CH2:6][O:7][CH2:8][CH2:9][O:10][CH2:11][CH2:12][C:13]([O:15][C:16]([CH3:19])([CH3:18])[CH3:17])=[O:14])([C:24]1[CH:25]=[CH:26][C:21]([CH3:20])=[CH:22][CH:23]=1)(=[O:29])=[O:28]. The catalyst class is: 17.